From a dataset of Reaction yield outcomes from USPTO patents with 853,638 reactions. Predict the reaction yield, written as a fraction of the theoretical maximum amount of product (1.0 means a 100% yield; for example, 0.34 means a 34% yield). (1) The reactants are Cl.Cl.[CH2:3]([CH:5]1[C:13]2[C:12]([N:14]3[CH2:19][CH2:18][NH:17][CH2:16][CH2:15]3)=[N:11][CH:10]=[N:9][C:8]=2[CH2:7][S:6]1)[CH3:4].[C:20]([O:24][C:25]([NH:27][C@H:28]([CH2:32][C:33]1[CH:38]=[CH:37][C:36]([Cl:39])=[CH:35][CH:34]=1)[C:29](O)=[O:30])=[O:26])([CH3:23])([CH3:22])[CH3:21].CN(C(ON1N=NC2C=CC=CC1=2)=[N+](C)C)C.F[P-](F)(F)(F)(F)F. The catalyst is C(Cl)Cl.C(N(CC)CC)C. The product is [Cl:39][C:36]1[CH:37]=[CH:38][C:33]([CH2:32][C@@H:28]([NH:27][C:25](=[O:26])[O:24][C:20]([CH3:22])([CH3:21])[CH3:23])[C:29]([N:17]2[CH2:16][CH2:15][N:14]([C:12]3[C:13]4[CH:5]([CH2:3][CH3:4])[S:6][CH2:7][C:8]=4[N:9]=[CH:10][N:11]=3)[CH2:19][CH2:18]2)=[O:30])=[CH:34][CH:35]=1. The yield is 0.600. (2) The reactants are [BH4-].[Na+].[CH2:3]([S:10][C:11]1[CH:18]=[CH:17][C:14]([CH:15]=[O:16])=[CH:13][CH:12]=1)[C:4]1[CH:9]=[CH:8][CH:7]=[CH:6][CH:5]=1.CO.Cl. The catalyst is O. The product is [CH2:3]([S:10][C:11]1[CH:12]=[CH:13][C:14]([CH2:15][OH:16])=[CH:17][CH:18]=1)[C:4]1[CH:5]=[CH:6][CH:7]=[CH:8][CH:9]=1. The yield is 0.810. (3) The reactants are [CH2:1]([N:8](C)[CH2:9][CH2:10][NH:11][C:12](=[O:18])[O:13][C:14]([CH3:17])([CH3:16])[CH3:15])C1C=CC=CC=1. The catalyst is [Pd].CO. The product is [CH3:1][NH:8][CH2:9][CH2:10][NH:11][C:12](=[O:18])[O:13][C:14]([CH3:16])([CH3:15])[CH3:17]. The yield is 0.683.